Task: Predict the reaction yield, written as a fraction of the theoretical maximum amount of product (1.0 means a 100% yield; for example, 0.34 means a 34% yield).. Dataset: Reaction yield outcomes from USPTO patents with 853,638 reactions (1) The reactants are [CH3:1][O:2][C:3](=[O:11])[C:4]1[CH:9]=[C:8]([OH:10])[CH:7]=[N:6][CH:5]=1.O1CCCC1.O.C(=O)([O-])[O-].[Na+].[Na+].[I:24]I. No catalyst specified. The product is [OH:10][C:8]1[C:7]([I:24])=[N:6][CH:5]=[C:4]([CH:9]=1)[C:3]([O:2][CH3:1])=[O:11]. The yield is 0.812. (2) The reactants are [CH3:1][O:2][C:3](=[O:20])[C@@H:4]1[CH2:8][C:7](=[CH2:9])[CH2:6][N:5]1C(OCC1C=CC=CC=1)=O. The catalyst is [Pd].CO. The product is [CH3:1][O:2][C:3](=[O:20])[C@@H:4]1[CH2:8][CH:7]([CH3:9])[CH2:6][NH:5]1. The yield is 1.00. (3) The reactants are [C:1]([O:5][C:6]([N:8]1[CH2:13][CH2:12][N:11]([C:14]2C=CC(Br)=CC=2)[CH2:10][CH2:9]1)=[O:7])([CH3:4])([CH3:3])[CH3:2].[Br:21][C:22]1[CH:23]=[N:24]C(N2CCNCC2)=[N:26][CH:27]=1. No catalyst specified. The product is [C:1]([O:5][C:6]([N:8]1[CH2:9][CH2:10][N:11]([C:14]2[N:24]=[CH:23][C:22]([Br:21])=[CH:27][N:26]=2)[CH2:12][CH2:13]1)=[O:7])([CH3:2])([CH3:3])[CH3:4]. The yield is 0.930. (4) The reactants are C(O)(C(F)(F)F)=O.CC([N:12]([CH2:16][C@@H:17]([NH:25][C:26]([C:28]1[S:29][CH:30]=[C:31]([C:33]2[N:37]([CH3:38])[N:36]=[CH:35][N:34]=2)[CH:32]=1)=[O:27])[CH2:18][C:19]1[CH:24]=[CH:23][CH:22]=[CH:21][CH:20]=1)C(=O)[O-])(C)C. The catalyst is C(Cl)Cl. The product is [NH2:12][CH2:16][C@@H:17]([NH:25][C:26]([C:28]1[S:29][CH:30]=[C:31]([C:33]2[N:37]([CH3:38])[N:36]=[CH:35][N:34]=2)[CH:32]=1)=[O:27])[CH2:18][C:19]1[CH:24]=[CH:23][CH:22]=[CH:21][CH:20]=1. The yield is 0.870. (5) The reactants are [Br:1][C:2]1[S:10][C:9]2[CH:8]=[CH:7][N:6]=[C:5](Cl)[C:4]=2[CH:3]=1.C([O-])([O-])=O.[K+].[K+].[N:18]1([C:24]([O:26][C:27]([CH3:30])([CH3:29])[CH3:28])=[O:25])[CH2:23][CH2:22][NH:21][CH2:20][CH2:19]1. The catalyst is CS(C)=O. The product is [Br:1][C:2]1[S:10][C:9]2[CH:8]=[CH:7][N:6]=[C:5]([N:21]3[CH2:20][CH2:19][N:18]([C:24]([O:26][C:27]([CH3:30])([CH3:29])[CH3:28])=[O:25])[CH2:23][CH2:22]3)[C:4]=2[CH:3]=1. The yield is 0.250.